This data is from Full USPTO retrosynthesis dataset with 1.9M reactions from patents (1976-2016). The task is: Predict the reactants needed to synthesize the given product. (1) Given the product [Br:5][C:6]1[CH:11]=[C:10]([F:12])[C:9]([O:13][CH3:14])=[CH:8][C:7]=1[CH2:15][Br:2], predict the reactants needed to synthesize it. The reactants are: P(Br)(Br)[Br:2].[Br:5][C:6]1[CH:11]=[C:10]([F:12])[C:9]([O:13][CH3:14])=[CH:8][C:7]=1[CH2:15]O. (2) Given the product [Na+:34].[Cl:1][C:2]1[CH:31]=[CH:30][CH:29]=[C:28]([Cl:32])[C:3]=1[C:4]([NH:6][C@@H:7]([CH2:11]/[CH:12]=[CH:13]/[C:14]1[CH:15]=[CH:16][C:17]([N:20]([CH3:27])[C:21]2[N:22]=[CH:23][CH:24]=[CH:25][N:26]=2)=[CH:18][CH:19]=1)[C:8]([O-:10])=[O:9])=[O:5], predict the reactants needed to synthesize it. The reactants are: [Cl:1][C:2]1[CH:31]=[CH:30][CH:29]=[C:28]([Cl:32])[C:3]=1[C:4]([NH:6][C@@H:7]([CH2:11]/[CH:12]=[CH:13]/[C:14]1[CH:19]=[CH:18][C:17]([N:20]([CH3:27])[C:21]2[N:26]=[CH:25][CH:24]=[CH:23][N:22]=2)=[CH:16][CH:15]=1)[C:8]([OH:10])=[O:9])=[O:5].[OH-].[Na+:34]. (3) Given the product [O:10]1[CH2:11][CH:8]([C:6]2[CH:7]=[C:2]([B:12]([OH:16])[OH:13])[CH:3]=[N:4][CH:5]=2)[CH2:9]1, predict the reactants needed to synthesize it. The reactants are: Br[C:2]1[CH:3]=[N:4][CH:5]=[C:6]([CH:8]2[CH2:11][O:10][CH2:9]2)[CH:7]=1.[B:12]1(B2OC(C)(C)C(C)(C)O2)[O:16]C(C)(C)C(C)(C)[O:13]1.C1(P(C2CCCCC2)C2CCCCC2)CCCCC1.C([O-])(=O)C.[K+]. (4) Given the product [CH2:22]([N:12]1[CH2:13][C:14](=[O:15])[N:11]1[CH:2]1[CH:3]2[CH2:4][CH:5]3[CH2:6][CH:7]([CH2:8][CH:1]1[CH2:10]3)[CH2:9]2)[C:23]1[CH:28]=[CH:27][CH:26]=[CH:25][CH:24]=1, predict the reactants needed to synthesize it. The reactants are: [CH:1]12[CH2:10][CH:5]3[CH2:6][CH:7]([CH2:9][CH:3]([CH2:4]3)[CH:2]1[N:11]1[C:14](=[O:15])[CH2:13][NH:12]1)[CH2:8]2.C(=O)([O-])[O-].[K+].[K+].[CH2:22](Br)[C:23]1[CH:28]=[CH:27][CH:26]=[CH:25][CH:24]=1.O. (5) Given the product [Cl:24][C:25]1[CH:30]=[CH:29][C:28]([O:17][C@H:15]([CH3:16])[CH2:14][CH2:13][O:12][C:9]2[CH:10]=[CH:11][C:6]([CH2:5][CH2:4][C:3]([OH:2])=[O:23])=[C:7]([CH3:22])[CH:8]=2)=[CH:27][CH:26]=1, predict the reactants needed to synthesize it. The reactants are: C[O:2][C:3](=[O:23])[CH2:4][CH2:5][C:6]1[CH:11]=[CH:10][C:9]([O:12][CH2:13][CH2:14][C@@H:15]([O:17]S(C)(=O)=O)[CH3:16])=[CH:8][C:7]=1[CH3:22].[Cl:24][C:25]1[CH:30]=[CH:29][C:28](O)=[CH:27][CH:26]=1. (6) Given the product [Cl:1][C:2]1[CH:3]=[N:4][C:5]2[N:6]([N:8]=[C:9]([C:11]([N:17]3[CH2:18][CH2:19][C:20]4[C:25](=[CH:24][CH:23]=[CH:22][CH:21]=4)[CH:16]3[CH2:14][CH3:15])=[O:13])[CH:10]=2)[CH:7]=1, predict the reactants needed to synthesize it. The reactants are: [Cl:1][C:2]1[CH:3]=[N:4][C:5]2[N:6]([N:8]=[C:9]([C:11]([OH:13])=O)[CH:10]=2)[CH:7]=1.[CH2:14]([CH:16]1[C:25]2[C:20](=[CH:21][CH:22]=[CH:23][CH:24]=2)[CH2:19][CH2:18][NH:17]1)[CH3:15]. (7) Given the product [F:20][C:2]([F:1])([C:6]1[CH:7]=[C:8]2[C:13](=[CH:14][CH:15]=1)[C:12]([CH3:16])([CH3:17])[CH2:11][CH2:10][C:9]2([CH3:19])[CH3:18])[C:3]([NH:30][C:27]1[CH:26]=[CH:25][C:24]([C:23]([O:22][CH3:21])=[O:31])=[CH:29][CH:28]=1)=[O:5], predict the reactants needed to synthesize it. The reactants are: [F:1][C:2]([F:20])([C:6]1[CH:7]=[C:8]2[C:13](=[CH:14][CH:15]=1)[C:12]([CH3:17])([CH3:16])[CH2:11][CH2:10][C:9]2([CH3:19])[CH3:18])[C:3]([OH:5])=O.[CH3:21][O:22][C:23](=[O:31])[C:24]1[CH:29]=[CH:28][C:27]([NH2:30])=[CH:26][CH:25]=1.CCN(CC)CC.[NH4+].[Cl-].